The task is: Predict the product of the given reaction.. This data is from Forward reaction prediction with 1.9M reactions from USPTO patents (1976-2016). (1) The product is: [Cl:1][C:2]1[C:7]2[C:8](=[O:21])[NH:9][CH2:10][C:6]=2[C:5]([Cl:22])=[CH:4][N:3]=1. Given the reactants [Cl:1][C:2]1[C:7]2[C:8](=[O:21])[N:9](C(C)(C3C=CC=CC=3)C)[CH:10](O)[C:6]=2[C:5]([Cl:22])=[CH:4][N:3]=1.FC(F)(F)C(O)=O.C([SiH](CC)CC)C.CCCCCC.C(OCC)(=O)C, predict the reaction product. (2) Given the reactants Br[C:2]1[CH:3]=[CH:4][C:5]2[N:6]([CH:8]=[N:9][N:10]=2)[CH:7]=1.C(Cl)Cl.C(=O)([O-])[O-].[Na+].[Na+].N#N.[F:22][C:23]1[CH:28]=[C:27]([F:29])[CH:26]=[CH:25][C:24]=1[S:30]([NH:33][C:34]1[C:35]([O:49][CH3:50])=[N:36][CH:37]=[C:38](B2OC(C)(C)C(C)(C)O2)[CH:39]=1)(=[O:32])=[O:31], predict the reaction product. The product is: [N:10]1[N:9]=[CH:8][N:6]2[CH:7]=[C:2]([C:38]3[CH:39]=[C:34]([NH:33][S:30]([C:24]4[CH:25]=[CH:26][C:27]([F:29])=[CH:28][C:23]=4[F:22])(=[O:32])=[O:31])[C:35]([O:49][CH3:50])=[N:36][CH:37]=3)[CH:3]=[CH:4][C:5]=12. (3) Given the reactants [NH2:1][C@H:2]([C:54]1[CH:59]=[CH:58][CH:57]=[CH:56][CH:55]=1)[C:3]([N:5]1[CH2:9][C@@H:8]([CH3:10])[CH2:7][C@H:6]1[C:11]1[NH:12][C:13]([C:16]2[CH:29]=[C:28]3[O:30][CH2:31][C:25]4[C:26]5[C:27]3=[C:18]([CH2:19][O:20][C:21]=5[CH:22]=[C:23]([C:32]3[NH:36][C:35]([C@@H:37]5[CH2:41][C@H:40]([CH3:42])[CH2:39][N:38]5[C:43](=[O:53])[C@@H:44]([NH:48][C:49](=[O:52])[O:50][CH3:51])[CH:45]([CH3:47])[CH3:46])=[N:34][CH:33]=3)[CH:24]=4)[CH:17]=2)=[CH:14][N:15]=1)=[O:4].[CH3:60][C:61]1([CH3:69])[C:63]([CH3:65])([CH3:64])[CH:62]1[C:66](O)=[O:67].CN(C(ON1N=NC2C=CC=NC1=2)=[N+](C)C)C.F[P-](F)(F)(F)(F)F, predict the reaction product. The product is: [CH3:47][CH:45]([CH3:46])[C@H:44]([NH:48][C:49](=[O:52])[O:50][CH3:51])[C:43]([N:38]1[CH2:39][C@@H:40]([CH3:42])[CH2:41][C@H:37]1[C:35]1[NH:36][C:32]([C:23]2[CH:24]=[C:25]3[CH2:31][O:30][C:28]4[C:27]5=[C:18]([CH:17]=[C:16]([C:13]6[NH:12][C:11]([C@@H:6]7[CH2:7][C@H:8]([CH3:10])[CH2:9][N:5]7[C:3](=[O:4])[C@@H:2]([C:54]7[CH:55]=[CH:56][CH:57]=[CH:58][CH:59]=7)[NH:1][C:66]([CH:62]7[C:63]([CH3:65])([CH3:64])[C:61]7([CH3:69])[CH3:60])=[O:67])=[N:15][CH:14]=6)[CH:29]=4)[CH2:19][O:20][C:21]([CH:22]=2)=[C:26]35)=[CH:33][N:34]=1)=[O:53]. (4) Given the reactants [OH:1][C:2]1[CH:9]=[CH:8][CH:7]=[C:6]([O:10][CH3:11])[C:3]=1[CH:4]=O.[C:12](#[N:15])[CH:13]=C.N12CCN(CC1)C[CH2:17]2, predict the reaction product. The product is: [CH3:17][O:1][C:2]1[CH:9]=[CH:8][CH:7]=[C:6]2[C:3]=1[CH:4]=[C:13]([C:12]#[N:15])[CH2:11][O:10]2. (5) Given the reactants Cl[C:2]1[N:7]=[C:6]([C:8]2[CH:13]=[CH:12][CH:11]=[C:10]([C:14]([F:17])([F:16])[F:15])[N:9]=2)[N:5]=[C:4]([NH:18][CH:19]([CH3:21])[CH3:20])[N:3]=1.[NH3:22].O.CC(=O)OCC, predict the reaction product. The product is: [CH:19]([NH:18][C:4]1[N:3]=[C:2]([NH2:22])[N:7]=[C:6]([C:8]2[CH:13]=[CH:12][CH:11]=[C:10]([C:14]([F:17])([F:16])[F:15])[N:9]=2)[N:5]=1)([CH3:21])[CH3:20]. (6) Given the reactants C(N(C1C[C:15]2[C:10](=[CH:11][C:12]3[Si:20]([CH3:22])([CH3:21])[C:19]4[CH:23]=[CH:24][CH:25]=[CH:26][C:18]=4[C:17](=O)[C:13]=3[CH:14]=2)[N:9]1C)CC=C)C=C.[C:29]1([CH3:37])[CH:34]=[CH:33][CH:32]=[CH:31][C:30]=1[Mg]Br.Cl.[C:39](=O)([O-])O.[Na+].[BH4-].[Na+].[CH3:46][N:47]1C(=O)CC(=O)N(C)[C:48]1=O, predict the reaction product. The product is: [CH3:46][N:47]1[C:30]2[C:29](=[CH:34][C:33]3[CH:17]([C:18]4[CH:26]=[CH:25][CH:24]=[CH:23][C:19]=4[CH3:39])[C:13]4[CH:14]=[CH:15][C:10]([NH2:9])=[CH:11][C:12]=4[Si:20]([CH3:21])([CH3:22])[C:32]=3[CH:31]=2)[CH2:37][CH2:48]1.